This data is from Full USPTO retrosynthesis dataset with 1.9M reactions from patents (1976-2016). The task is: Predict the reactants needed to synthesize the given product. (1) Given the product [Si:24]([O:23][C@H:22]([C:31]1[CH:40]=[CH:39][C:38]([OH:41])=[C:37]2[C:32]=1[CH:33]=[CH:34][C:35](=[O:42])[NH:36]2)[CH2:21][NH:20][CH2:2][CH2:3][CH2:4][C:5]#[C:6][C:7]1[CH:12]=[CH:11][C:10]([NH:13][C:14](=[O:19])[C:15]([F:18])([F:17])[F:16])=[CH:9][CH:8]=1)([C:27]([CH3:30])([CH3:29])[CH3:28])([CH3:26])[CH3:25], predict the reactants needed to synthesize it. The reactants are: Br[CH2:2][CH2:3][CH2:4][C:5]#[C:6][C:7]1[CH:12]=[CH:11][C:10]([NH:13][C:14](=[O:19])[C:15]([F:18])([F:17])[F:16])=[CH:9][CH:8]=1.[NH2:20][CH2:21][C@@H:22]([C:31]1[CH:40]=[CH:39][C:38]([OH:41])=[C:37]2[C:32]=1[CH:33]=[CH:34][C:35](=[O:42])[NH:36]2)[O:23][Si:24]([C:27]([CH3:30])([CH3:29])[CH3:28])([CH3:26])[CH3:25].C(N(CC)C(C)C)(C)C.[I-].[K+]. (2) Given the product [NH2:1][C:2]1[N:3]([C:14]([O:16][C:17]([CH3:20])([CH3:19])[CH3:18])=[O:15])[CH:4]=[C:5]([CH2:7][CH2:8][CH2:9][CH2:10][CH2:11][C:12]2[N:23]=[N:22][N:21]([CH2:24][CH2:25][NH:26][C:27]([C:29]3[NH:30][CH:31]=[C:32]([Br:34])[CH:33]=3)=[O:28])[CH:13]=2)[N:6]=1, predict the reactants needed to synthesize it. The reactants are: [NH2:1][C:2]1[N:3]([C:14]([O:16][C:17]([CH3:20])([CH3:19])[CH3:18])=[O:15])[CH:4]=[C:5]([CH2:7][CH2:8][CH2:9][CH2:10][CH2:11][C:12]#[CH:13])[N:6]=1.[N:21]([CH2:24][CH2:25][NH:26][C:27]([C:29]1[NH:30][CH:31]=[C:32]([Br:34])[CH:33]=1)=[O:28])=[N+:22]=[N-:23]. (3) Given the product [C:1]1([C:42]2[CH:47]=[CH:46][CH:45]=[CH:44][CH:43]=2)[CH:6]=[CH:5][CH:4]=[C:3]([O:7][CH2:8][C@@H:9]2[CH2:14][N:13]([S:15]([C:18]3[C:26]4[C:21](=[CH:22][CH:23]=[C:24]([Cl:27])[CH:25]=4)[NH:20][C:19]=3[C:37]([NH2:48])=[O:39])(=[O:16])=[O:17])[CH2:12][CH2:11][O:10]2)[CH:2]=1, predict the reactants needed to synthesize it. The reactants are: [C:1]1([C:42]2[CH:47]=[CH:46][CH:45]=[CH:44][CH:43]=2)[CH:6]=[CH:5][CH:4]=[C:3]([O:7][CH2:8][C@@H:9]2[CH2:14][N:13]([S:15]([C:18]3[C:26]4[C:21](=[CH:22][CH:23]=[C:24]([Cl:27])[CH:25]=4)[N:20](S(C4C=CC=CC=4)(=O)=O)[C:19]=3[C:37]([O:39]CC)=O)(=[O:17])=[O:16])[CH2:12][CH2:11][O:10]2)[CH:2]=1.[NH3:48]. (4) Given the product [C:18]([C:13]1[CH:14]=[CH:15][CH:16]=[CH:17][C:12]=1[CH2:11][C:8]1[CH:9]=[CH:10][C:5]([C:4]([OH:25])=[O:3])=[CH:6][C:7]=1[N+:22]([O-:24])=[O:23])([OH:20])=[O:19], predict the reactants needed to synthesize it. The reactants are: C([O:3][C:4](=[O:25])[C:5]1[CH:10]=[CH:9][C:8]([CH2:11][C:12]2[CH:17]=[CH:16][CH:15]=[CH:14][C:13]=2[C:18]([O:20]C)=[O:19])=[C:7]([N+:22]([O-:24])=[O:23])[CH:6]=1)C.[Li+].[OH-]. (5) Given the product [CH3:1][O:2][C:3]1[CH:9]=[CH:8][C:6]([NH:7][CH2:16][CH2:17][CH3:18])=[C:5]([N+:10]([O-:12])=[O:11])[CH:4]=1, predict the reactants needed to synthesize it. The reactants are: [CH3:1][O:2][C:3]1[CH:9]=[CH:8][C:6]([NH2:7])=[C:5]([N+:10]([O-:12])=[O:11])[CH:4]=1.[H-].[Na+].Br[CH2:16][CH2:17][CH3:18].